This data is from NCI-60 drug combinations with 297,098 pairs across 59 cell lines. The task is: Regression. Given two drug SMILES strings and cell line genomic features, predict the synergy score measuring deviation from expected non-interaction effect. (1) Drug 1: C1CN1P(=S)(N2CC2)N3CC3. Drug 2: CC12CCC3C(C1CCC2O)C(CC4=C3C=CC(=C4)O)CCCCCCCCCS(=O)CCCC(C(F)(F)F)(F)F. Cell line: KM12. Synergy scores: CSS=14.5, Synergy_ZIP=-3.31, Synergy_Bliss=-0.575, Synergy_Loewe=-5.18, Synergy_HSA=-3.59. (2) Drug 1: CCC1=CC2CC(C3=C(CN(C2)C1)C4=CC=CC=C4N3)(C5=C(C=C6C(=C5)C78CCN9C7C(C=CC9)(C(C(C8N6C)(C(=O)OC)O)OC(=O)C)CC)OC)C(=O)OC.C(C(C(=O)O)O)(C(=O)O)O. Drug 2: C1CNP(=O)(OC1)N(CCCl)CCCl. Cell line: SK-MEL-5. Synergy scores: CSS=40.8, Synergy_ZIP=8.01, Synergy_Bliss=5.39, Synergy_Loewe=-20.1, Synergy_HSA=5.88. (3) Drug 1: C1=NC2=C(N1)C(=S)N=C(N2)N. Drug 2: COCCOC1=C(C=C2C(=C1)C(=NC=N2)NC3=CC=CC(=C3)C#C)OCCOC.Cl. Cell line: A498. Synergy scores: CSS=28.5, Synergy_ZIP=-2.76, Synergy_Bliss=0.892, Synergy_Loewe=3.11, Synergy_HSA=3.42. (4) Drug 1: CC(CN1CC(=O)NC(=O)C1)N2CC(=O)NC(=O)C2. Drug 2: C1=C(C(=O)NC(=O)N1)F. Cell line: MDA-MB-231. Synergy scores: CSS=31.5, Synergy_ZIP=-1.55, Synergy_Bliss=1.02, Synergy_Loewe=2.65, Synergy_HSA=5.51. (5) Drug 1: CCN(CC)CCNC(=O)C1=C(NC(=C1C)C=C2C3=C(C=CC(=C3)F)NC2=O)C. Drug 2: C(CCl)NC(=O)N(CCCl)N=O. Cell line: OVCAR-5. Synergy scores: CSS=-0.974, Synergy_ZIP=2.50, Synergy_Bliss=3.13, Synergy_Loewe=0.981, Synergy_HSA=0.230.